From a dataset of Forward reaction prediction with 1.9M reactions from USPTO patents (1976-2016). Predict the product of the given reaction. (1) Given the reactants [N:1]1([S:5]([NH2:8])(=[O:7])=[O:6])[CH2:4][CH2:3][CH2:2]1.C1(P(C2CCCCC2)C2C=CC=CC=2C2C(C(C)C)=CC(C(C)C)=CC=2C(C)C)CCCCC1.C(=O)([O-])[O-].[Cs+].[Cs+].Cl[C:50]1[CH:55]=[C:54]([O:56][CH:57]([F:59])[F:58])[N:53]=[C:52]([S:60][CH2:61][C:62]2[CH:67]=[CH:66][CH:65]=[C:64]([F:68])[C:63]=2[F:69])[N:51]=1, predict the reaction product. The product is: [F:59][CH:57]([F:58])[O:56][C:54]1[N:53]=[C:52]([S:60][CH2:61][C:62]2[CH:67]=[CH:66][CH:65]=[C:64]([F:68])[C:63]=2[F:69])[N:51]=[C:50]([NH:8][S:5]([N:1]2[CH2:4][CH2:3][CH2:2]2)(=[O:7])=[O:6])[CH:55]=1. (2) Given the reactants [Br:1][C:2]1[CH:3]=[CH:4][C:5]([C:8]2[CH2:12][CH:11]([CH2:13][OH:14])[O:10][N:9]=2)=[N:6][CH:7]=1.C(N(CC)CC)C.[CH3:22][S:23](Cl)(=[O:25])=[O:24].C(=O)(O)[O-].[Na+], predict the reaction product. The product is: [Br:1][C:2]1[CH:3]=[CH:4][C:5]([C:8]2[CH2:12][CH:11]([CH2:13][O:14][S:23]([CH3:22])(=[O:25])=[O:24])[O:10][N:9]=2)=[N:6][CH:7]=1. (3) Given the reactants [NH2:1][C@H:2]1[C@H:6]([C:7]2[CH:12]=[CH:11][C:10]([F:13])=[C:9]([F:14])[CH:8]=2)[CH2:5][N:4]([C@H:15]([C:18]([F:21])([F:20])[F:19])[CH2:16][OH:17])[CH2:3]1.[CH2:22]([O:24][C:25]1[C:29]([CH3:30])=[C:28]([NH:31][C:32](=O)[O:33]C2C=CC=CC=2)[N:27]([C:41]2[CH:46]=[CH:45][CH:44]=[CH:43][CH:42]=2)[N:26]=1)[CH3:23].CCN(C(C)C)C(C)C, predict the reaction product. The product is: [F:14][C:9]1[CH:8]=[C:7]([C@@H:6]2[CH2:5][N:4]([C@@H:15]([CH2:16][OH:17])[C:18]([F:21])([F:20])[F:19])[CH2:3][C@H:2]2[NH:1][C:32]([NH:31][C:28]2[N:27]([C:41]3[CH:46]=[CH:45][CH:44]=[CH:43][CH:42]=3)[N:26]=[C:25]([O:24][CH2:22][CH3:23])[C:29]=2[CH3:30])=[O:33])[CH:12]=[CH:11][C:10]=1[F:13]. (4) Given the reactants [NH2:1][CH:2]([C:7]1[CH:12]=[CH:11][C:10]([Cl:13])=[C:9]([Cl:14])[CH:8]=1)[CH2:3][C:4]([OH:6])=[O:5].C(N(CC)CC)C.[CH3:22][C:23]([O:26][C:27](O[C:27]([O:26][C:23]([CH3:25])([CH3:24])[CH3:22])=[O:28])=[O:28])([CH3:25])[CH3:24], predict the reaction product. The product is: [C:27]([NH:1][CH:2]([C:7]1[CH:12]=[CH:11][C:10]([Cl:13])=[C:9]([Cl:14])[CH:8]=1)[CH2:3][C:4]([OH:6])=[O:5])([O:26][C:23]([CH3:25])([CH3:24])[CH3:22])=[O:28]. (5) Given the reactants Cl[CH2:2][CH2:3][CH2:4][N:5]1[CH2:10][C:9](=[O:11])[N:8]([CH2:12][CH2:13][CH2:14]Cl)[CH2:7][C:6]1=[O:16].[NH:17]1[CH2:22][CH2:21][CH:20]([O:23][C:24](=[O:38])[NH:25][C:26]2[CH:31]=[CH:30][CH:29]=[CH:28][C:27]=2[C:32]2[CH:37]=[CH:36][CH:35]=[CH:34][CH:33]=2)[CH2:19][CH2:18]1.CCN(C(C)C)C(C)C.[OH:48][C:49]1[CH:56]=[CH:55][C:52]([CH2:53][NH2:54])=[CH:51][CH:50]=1, predict the reaction product. The product is: [OH:48][C:49]1[CH:56]=[CH:55][C:52]([CH2:53][NH:54][CH2:2][CH2:3][CH2:4][N:5]2[C:6](=[O:16])[CH2:7][N:8]([CH2:12][CH2:13][CH2:14][N:17]3[CH2:18][CH2:19][CH:20]([O:23][C:24](=[O:38])[NH:25][C:26]4[CH:31]=[CH:30][CH:29]=[CH:28][C:27]=4[C:32]4[CH:37]=[CH:36][CH:35]=[CH:34][CH:33]=4)[CH2:21][CH2:22]3)[C:9](=[O:11])[CH2:10]2)=[CH:51][CH:50]=1. (6) The product is: [N:39]1[CH:38]=[CH:37][C:36]([N:32]2[CH:33]=[CH:34][N:35]=[C:31]2[C:28]2[CH:29]=[CH:30][C:25]([OH:24])=[CH:26][CH:27]=2)=[CH:41][CH:40]=1. Given the reactants CN1C(C2C=CC(O)=CC=2)=C(C2C=CN=CC=2)N=N1.ClCCl.C[O:24][C:25]1[CH:30]=[CH:29][C:28]([C:31]2[N:32]([C:36]3[CH:41]=[CH:40][N:39]=[CH:38][CH:37]=3)[CH:33]=[CH:34][N:35]=2)=[CH:27][CH:26]=1.B(Br)(Br)Br, predict the reaction product. (7) Given the reactants [Br:1][C:2]1[CH:7]=[CH:6][C:5]([C:8]2[N:9]=[C:10]([O:17][C:18]3[CH:23]=[CH:22][C:21]([CH2:24][C:25]([O:27]C)=[O:26])=[CH:20][CH:19]=3)[C:11]3[CH2:16][CH2:15][CH2:14][C:12]=3[N:13]=2)=[CH:4][CH:3]=1.[OH-].[Li+].C1COCC1.O.Cl, predict the reaction product. The product is: [Br:1][C:2]1[CH:7]=[CH:6][C:5]([C:8]2[N:9]=[C:10]([O:17][C:18]3[CH:19]=[CH:20][C:21]([CH2:24][C:25]([OH:27])=[O:26])=[CH:22][CH:23]=3)[C:11]3[CH2:16][CH2:15][CH2:14][C:12]=3[N:13]=2)=[CH:4][CH:3]=1.